Dataset: Full USPTO retrosynthesis dataset with 1.9M reactions from patents (1976-2016). Task: Predict the reactants needed to synthesize the given product. (1) Given the product [CH3:32][O:33][C:8]1[CH:9]=[CH:10][C:4]2[S:3][C:2]([C:19]3[CH:20]=[CH:21][C:22]([NH:25][CH3:26])=[N:23][CH:24]=3)=[N:6][C:5]=2[CH:7]=1, predict the reactants needed to synthesize it. The reactants are: Br[C:2]1[S:3][C:4]2[CH:10]=[CH:9][CH:8]=[CH:7][C:5]=2[N:6]=1.CC1(C)C(C)(C)OB([C:19]2[CH:20]=[CH:21][C:22]([N:25]3CCOC[CH2:26]3)=[N:23][CH:24]=2)O1.[CH3:32][O:33]C1C=CC2N=C(C3C=NC(N)=NC=3)SC=2C=1. (2) Given the product [Cl:1][C:2]1[S:3][C:4]2[CH:10]=[C:9]([C:11]([C:19]3[C:20]4[C:25](=[C:24]([NH:26][S:27]([CH3:30])(=[O:28])=[O:29])[CH:23]=[CH:22][CH:21]=4)[NH:17][CH:18]=3)([CH2:14][CH3:15])[CH2:12][CH3:13])[CH:8]=[CH:7][C:5]=2[N:6]=1, predict the reactants needed to synthesize it. The reactants are: [Cl:1][C:2]1[S:3][C:4]2[CH:10]=[C:9]([C:11](O)([CH2:14][CH3:15])[CH2:12][CH3:13])[CH:8]=[CH:7][C:5]=2[N:6]=1.[NH:17]1[C:25]2[C:20](=[CH:21][CH:22]=[CH:23][C:24]=2[NH:26][S:27]([CH3:30])(=[O:29])=[O:28])[CH:19]=[CH:18]1.C(O)(C(F)(F)F)=O.